Dataset: Reaction yield outcomes from USPTO patents with 853,638 reactions. Task: Predict the reaction yield, written as a fraction of the theoretical maximum amount of product (1.0 means a 100% yield; for example, 0.34 means a 34% yield). (1) The reactants are [NH2:1][CH:2]([CH3:12])[CH2:3][NH:4][C:5](=[O:11])[O:6][C:7]([CH3:10])([CH3:9])[CH3:8].[OH:13][C:14]1[CH:22]=[CH:21][CH:20]=[CH:19][C:15]=1[C:16](O)=[O:17].N1C=CN=C1.C1CCC(N=C=NC2CCCCC2)CC1. The catalyst is CCOC(C)=O. The product is [OH:13][C:14]1[CH:22]=[CH:21][CH:20]=[CH:19][C:15]=1[C:16]([NH:1][CH:2]([CH3:12])[CH2:3][NH:4][C:5](=[O:11])[O:6][C:7]([CH3:8])([CH3:10])[CH3:9])=[O:17]. The yield is 0.400. (2) The reactants are [F:1][C:2]1[CH:7]=[CH:6][C:5](B(O)O)=[C:4]([CH3:11])[CH:3]=1.Cl[C:13]1[C:22]([N:23]([CH3:27])[CH:24]([CH3:26])[CH3:25])=[N:21][C:20]2[C:15](=[CH:16][CH:17]=[C:18]([C:28]([O:30][CH3:31])=[O:29])[CH:19]=2)[N:14]=1.[O-]P([O-])([O-])=O.[K+].[K+].[K+]. The catalyst is O1CCOCC1.O.C1C=CC([P]([Pd]([P](C2C=CC=CC=2)(C2C=CC=CC=2)C2C=CC=CC=2)([P](C2C=CC=CC=2)(C2C=CC=CC=2)C2C=CC=CC=2)[P](C2C=CC=CC=2)(C2C=CC=CC=2)C2C=CC=CC=2)(C2C=CC=CC=2)C2C=CC=CC=2)=CC=1. The product is [F:1][C:2]1[CH:7]=[CH:6][C:5]([C:13]2[C:22]([N:23]([CH:24]([CH3:26])[CH3:25])[CH3:27])=[N:21][C:20]3[C:15](=[CH:16][CH:17]=[C:18]([C:28]([O:30][CH3:31])=[O:29])[CH:19]=3)[N:14]=2)=[C:4]([CH3:11])[CH:3]=1. The yield is 0.420.